This data is from Full USPTO retrosynthesis dataset with 1.9M reactions from patents (1976-2016). The task is: Predict the reactants needed to synthesize the given product. (1) The reactants are: [CH3:1][N:2]1[C:8]2[CH:9]=[CH:10][CH:11]=[CH:12][C:7]=2[CH2:6][N:5]([C:13](=[O:30])[CH2:14][C@H:15]([NH:26]C(=O)O)[CH2:16][C:17]2[CH:22]=[C:21]([F:23])[C:20]([F:24])=[CH:19][C:18]=2[F:25])[CH2:4][C:3]1=[O:31].[F:32][C:33]([F:38])([F:37])[C:34]([OH:36])=[O:35]. Given the product [F:32][C:33]([F:38])([F:37])[C:34]([OH:36])=[O:35].[NH2:26][C@H:15]([CH2:16][C:17]1[CH:22]=[C:21]([F:23])[C:20]([F:24])=[CH:19][C:18]=1[F:25])[CH2:14][C:13]([N:5]1[CH2:6][C:7]2[CH:12]=[CH:11][CH:10]=[CH:9][C:8]=2[N:2]([CH3:1])[C:3](=[O:31])[CH2:4]1)=[O:30], predict the reactants needed to synthesize it. (2) Given the product [O:41]1[CH:45]=[CH:44][CH:43]=[C:42]1[C:46]([O:26][C:23]1[CH:24]=[CH:25][C:20]([C:19]2[C:10]([CH2:9][O:8][C:7]3[CH:32]=[C:3]([F:2])[CH:4]=[CH:5][C:6]=3[CH3:33])=[C:11]3[C:16](=[CH:17][CH:18]=2)[NH:15][C:14]([CH3:29])([CH3:30])[CH:13]=[C:12]3[CH3:31])=[C:21]([O:27][CH3:28])[CH:22]=1)=[O:47], predict the reactants needed to synthesize it. The reactants are: Cl.[F:2][C:3]1[CH:4]=[CH:5][C:6]([CH3:33])=[C:7]([CH:32]=1)[O:8][CH2:9][C:10]1[C:19]([C:20]2[CH:25]=[CH:24][C:23]([OH:26])=[CH:22][C:21]=2[O:27][CH3:28])=[CH:18][CH:17]=[C:16]2[C:11]=1[C:12]([CH3:31])=[CH:13][C:14]([CH3:30])([CH3:29])[NH:15]2.C(N(CC)CC)C.[O:41]1[CH:45]=[CH:44][CH:43]=[C:42]1[C:46](Cl)=[O:47].C(=O)([O-])O.[Na+].